From a dataset of Full USPTO retrosynthesis dataset with 1.9M reactions from patents (1976-2016). Predict the reactants needed to synthesize the given product. (1) Given the product [Cl:14][C:8]1[CH:7]=[C:6]2[C:11]([C:12](=[O:13])[C:3]([CH2:2][NH:1][C:26](=[O:27])[C:25]3[CH:29]=[CH:30][C:31]([O:32][CH3:33])=[C:23]([O:22][CH3:21])[CH:24]=3)=[CH:4][N:5]2[C:15]2[CH:16]=[CH:17][CH:18]=[CH:19][CH:20]=2)=[CH:10][CH:9]=1, predict the reactants needed to synthesize it. The reactants are: [NH2:1][CH2:2][C:3]1[C:12](=[O:13])[C:11]2[C:6](=[CH:7][C:8]([Cl:14])=[CH:9][CH:10]=2)[N:5]([C:15]2[CH:20]=[CH:19][CH:18]=[CH:17][CH:16]=2)[CH:4]=1.[CH3:21][O:22][C:23]1[CH:24]=[C:25]([CH:29]=[CH:30][C:31]=1[O:32][CH3:33])[C:26](Cl)=[O:27].C(N(CC)C(C)C)(C)C. (2) Given the product [Br:15][C:16]1[CH:24]=[CH:23][C:19]([C:20]([NH:10][S:7]([C:2]2[CH:3]=[CH:4][CH:5]=[CH:6][C:1]=2[S:11](=[O:13])(=[O:12])[NH2:14])(=[O:9])=[O:8])=[O:21])=[CH:18][C:17]=1[F:25], predict the reactants needed to synthesize it. The reactants are: [C:1]1([S:11]([NH2:14])(=[O:13])=[O:12])[C:2]([S:7]([NH2:10])(=[O:9])=[O:8])=[CH:3][CH:4]=[CH:5][CH:6]=1.[Br:15][C:16]1[CH:24]=[CH:23][C:19]([C:20](O)=[O:21])=[CH:18][C:17]=1[F:25].Cl.CN(C)CCCN=C=NCC.O. (3) Given the product [ClH:1].[N:2]12[CH2:9][CH2:8][CH:5]([CH2:6][CH2:7]1)[C@H:4]([NH:10][C:11]([C:13]1[O:14][C:15]3[C:21]([C:22]4[CH:30]=[CH:29][CH:28]=[C:24]([C:25]([NH:37][CH2:36][CH2:35][CH2:34][O:33][CH2:31][CH3:32])=[O:27])[CH:23]=4)=[CH:20][CH:19]=[CH:18][C:16]=3[CH:17]=1)=[O:12])[CH2:3]2, predict the reactants needed to synthesize it. The reactants are: [ClH:1].[N:2]12[CH2:9][CH2:8][CH:5]([CH2:6][CH2:7]1)[C@H:4]([NH:10][C:11]([C:13]1[O:14][C:15]3[C:21]([C:22]4[CH:23]=[C:24]([CH:28]=[CH:29][CH:30]=4)[C:25]([OH:27])=O)=[CH:20][CH:19]=[CH:18][C:16]=3[CH:17]=1)=[O:12])[CH2:3]2.[CH2:31]([O:33][CH2:34][CH2:35][CH2:36][NH2:37])[CH3:32]. (4) Given the product [CH2:24]([O:14][C:9]1[C:10](=[O:13])[NH:11][CH:12]=[C:7]([C:3]2[CH:2]=[C:1]([C:16]3[CH:21]=[CH:20][CH:19]=[CH:18][CH:17]=3)[CH:6]=[CH:5][CH:4]=2)[C:8]=1[F:15])[C:25]1[CH:30]=[CH:29][CH:28]=[CH:27][CH:26]=1, predict the reactants needed to synthesize it. The reactants are: [C:1]1([C:16]2[CH:21]=[CH:20][CH:19]=[CH:18][CH:17]=2)[CH:6]=[CH:5][CH:4]=[C:3]([C:7]2[C:8]([F:15])=[C:9]([OH:14])[C:10](=[O:13])[NH:11][CH:12]=2)[CH:2]=1.[OH-].[Na+].[CH2:24](Br)[C:25]1[CH:30]=[CH:29][CH:28]=[CH:27][CH:26]=1. (5) Given the product [NH2:7][C:8]1[CH:9]=[C:10]([C:14]2([OH:18])[CH2:17][O:16][CH2:15]2)[CH:11]=[CH:12][CH:13]=1, predict the reactants needed to synthesize it. The reactants are: C(OC(=O)[NH:7][C:8]1[CH:13]=[CH:12][CH:11]=[C:10]([C:14]2([OH:18])[CH2:17][O:16][CH2:15]2)[CH:9]=1)(C)(C)C.OP(O)(O)=O.[OH-].[Na+].C([O-])(O)=O.[Na+]. (6) Given the product [C:1]([O:4][CH2:5][C:6]1[C:14]([CH2:15][C@@H:16]([CH2:22][C:23]([O:25][CH2:26][CH3:27])=[O:24])[C:17]([O:19][CH2:20][CH3:21])=[O:18])=[CH:13][C:12]([Br:28])=[C:11]2[C:7]=1[C:8]([Cl:29])=[N:9][NH:10]2)(=[O:3])[CH3:2], predict the reactants needed to synthesize it. The reactants are: [C:1]([O:4][CH2:5][C:6]1[C:14]([CH2:15][C@@H:16]([CH2:22][C:23]([O:25][CH2:26][CH3:27])=[O:24])[C:17]([O:19][CH2:20][CH3:21])=[O:18])=[CH:13][C:12]([Br:28])=[C:11]2[C:7]=1[CH:8]=[N:9][NH:10]2)(=[O:3])[CH3:2].[Cl:29]N1C(=O)CCC1=O. (7) The reactants are: C(S[C:4]1[CH:5]=[CH:6][C:7]([NH2:10])=[N:8][CH:9]=1)C.F[C:12](F)(F)[C:13](O)=O.ClC1C=CC=C(C(OO)=O)C=1.[S:29]([O-:32])([O-])=[O:30].[Na+].[Na+]. Given the product [CH2:12]([S:29]([C:4]1[CH:5]=[CH:6][C:7]([NH2:10])=[N:8][CH:9]=1)(=[O:32])=[O:30])[CH3:13], predict the reactants needed to synthesize it.